From a dataset of Catalyst prediction with 721,799 reactions and 888 catalyst types from USPTO. Predict which catalyst facilitates the given reaction. (1) Reactant: C(OC([N:8]1[C:17]2[C:12](=[CH:13][C:14]([C:18](=[O:31])[NH:19][C:20]3[CH:25]=[CH:24][C:23]([C:26]([O:28][CH2:29][CH3:30])=[O:27])=[CH:22][CH:21]=3)=[CH:15][CH:16]=2)[N:11]([S:32]([C:35]2[CH:40]=[C:39]([Cl:41])[CH:38]=[CH:37][C:36]=2[O:42][CH3:43])(=[O:34])=[O:33])[CH2:10][CH2:9]1)=O)(C)(C)C. Product: [CH2:29]([O:28][C:26](=[O:27])[C:23]1[CH:24]=[CH:25][C:20]([NH:19][C:18]([C:14]2[CH:13]=[C:12]3[C:17](=[CH:16][CH:15]=2)[NH:8][CH2:9][CH2:10][N:11]3[S:32]([C:35]2[CH:40]=[C:39]([Cl:41])[CH:38]=[CH:37][C:36]=2[O:42][CH3:43])(=[O:34])=[O:33])=[O:31])=[CH:21][CH:22]=1)[CH3:30]. The catalyst class is: 55. (2) Reactant: [C:1]([Br:5])(Br)(Br)Br.C1(P(C2C=CC=CC=2)C2C=CC=CC=2)C=CC=CC=1.[Br:25][C:26]1[CH:31]=[CH:30][C:29](CO)=[C:28]([CH3:34])[CH:27]=1. Product: [Br:25][C:26]1[CH:31]=[CH:30][C:29]([CH2:1][Br:5])=[C:28]([CH3:34])[CH:27]=1. The catalyst class is: 81. (3) Reactant: [NH2:1][C:2]1[CH:3]=[CH:4][C:5]([Cl:8])=[N:6][CH:7]=1.N([O-])=O.[Na+].[N-:13]=[N+:14]=[N-].[Na+]. Product: [N:1]([C:2]1[CH:3]=[CH:4][C:5]([Cl:8])=[N:6][CH:7]=1)=[N+:13]=[N-:14]. The catalyst class is: 484.